From a dataset of Full USPTO retrosynthesis dataset with 1.9M reactions from patents (1976-2016). Predict the reactants needed to synthesize the given product. (1) Given the product [Cl:1][C:2]1[C:3]([S:12]([Cl:18])(=[O:15])=[O:13])=[CH:4][C:5]2[O:9][C:8](=[O:10])[NH:7][C:6]=2[CH:11]=1, predict the reactants needed to synthesize it. The reactants are: [Cl:1][C:2]1[C:3]([S:12]([OH:15])(=O)=[O:13])=[CH:4][C:5]2[O:9][C:8](=[O:10])[NH:7][C:6]=2[CH:11]=1.S(Cl)([Cl:18])=O. (2) Given the product [C:1]([N:27]1[CH:28]=[C:24]([CH2:23][OH:22])[N:25]=[CH:26]1)([C:14]1[CH:19]=[CH:18][CH:17]=[CH:16][CH:15]=1)([C:8]1[CH:13]=[CH:12][CH:11]=[CH:10][CH:9]=1)[C:2]1[CH:7]=[CH:6][CH:5]=[CH:4][CH:3]=1, predict the reactants needed to synthesize it. The reactants are: [C:1](Cl)([C:14]1[CH:19]=[CH:18][CH:17]=[CH:16][CH:15]=1)([C:8]1[CH:13]=[CH:12][CH:11]=[CH:10][CH:9]=1)[C:2]1[CH:7]=[CH:6][CH:5]=[CH:4][CH:3]=1.Cl.[OH:22][CH2:23][C:24]1[N:25]=[CH:26][NH:27][CH:28]=1.C(N(CC)CC)C. (3) Given the product [CH2:21]([NH:22][C:23]([C:7]1[C:8]([CH3:11])([CH3:12])[CH2:9][CH2:10][N:5]([C:1]([CH3:4])([CH3:3])[CH3:2])[CH:6]=1)=[O:24])[CH2:20][CH2:19][CH2:18][CH2:17][CH2:16][NH:13][C:14]([C:9]1[C:8]([CH3:12])([CH3:11])[CH2:7][CH2:6][N:5]([C:1]([CH3:4])([CH3:2])[CH3:3])[CH:10]=1)=[O:15], predict the reactants needed to synthesize it. The reactants are: [C:1]([N:5]1[CH:10]=[CH:9][C:8]([CH3:12])([CH3:11])[CH2:7][CH2:6]1)([CH3:4])([CH3:3])[CH3:2].[N:13]([CH2:16][CH2:17][CH2:18][CH2:19][CH2:20][CH2:21][N:22]=[C:23]=[O:24])=[C:14]=[O:15].O. (4) Given the product [CH3:60][O:61][C:62](=[O:63])[CH2:64][NH:15][C:10]1[CH:11]=[N:12][CH:13]=[CH:14][C:9]=1[C:42]1[C:43]([O:47][CH3:48])=[CH:44][CH:45]=[CH:46][C:41]=1[F:40], predict the reactants needed to synthesize it. The reactants are: FC1C(F)=CC([C:9]2[CH:14]=[CH:13][N:12]=[CH:11][C:10]=2[N:15](CCS(C)(=O)=O)C(=O)C2C=C(C(F)(F)F)N=C(C(F)(F)F)C=2)=C(OC)C=1.[F:40][C:41]1[CH:46]=[CH:45][CH:44]=[C:43]([O:47][CH3:48])[C:42]=1B(O)O.CCCCCCC.C[CH2:60][O:61][C:62]([CH3:64])=[O:63]. (5) Given the product [C:16]([N:2]1[CH2:3][CH2:4][C:5]2[C:10](=[CH:9][C:8]([C:11]([OH:13])=[O:12])=[CH:7][CH:6]=2)[CH2:1]1)(=[O:17])[CH3:15], predict the reactants needed to synthesize it. The reactants are: [CH2:1]1[C:10]2[C:5](=[CH:6][CH:7]=[C:8]([C:11]([OH:13])=[O:12])[CH:9]=2)[CH2:4][CH2:3][NH:2]1.C1C[O:17][CH2:16][CH2:15]1. (6) Given the product [Cl:1][CH2:2][CH:3]([C:5]1[CH:10]=[CH:9][C:8]([Cl:11])=[CH:7][CH:6]=1)[OH:4], predict the reactants needed to synthesize it. The reactants are: [Cl:1][CH2:2][C:3]([C:5]1[CH:10]=[CH:9][C:8]([Cl:11])=[CH:7][CH:6]=1)=[O:4].C(O)=O.C(N(CC)CC)C.Cl. (7) Given the product [ClH:1].[N:32]1[C:33]2[C:28](=[CH:27][CH:26]=[CH:35][CH:34]=2)[CH:29]=[CH:30][CH:31]=1, predict the reactants needed to synthesize it. The reactants are: [ClH:1].C(OC(N1[C@H](C2NC=C(C3C=CC([C:26]4[CH:27]=[C:28]5[C:33](=[CH:34][CH:35]=4)[N:32]=[C:31](C4N=C([C@@H]6C[C@@H]7[C@@H](C7)N6C(OC(C)(C)C)=O)NC=4)[CH:30]=[CH:29]5)=CC=3)N=2)C[C@@H]2[C@H]1C2)=O)(C)(C)C.